This data is from Forward reaction prediction with 1.9M reactions from USPTO patents (1976-2016). The task is: Predict the product of the given reaction. Given the reactants [CH2:1]([O:8][C:9]1[C:10]([C:22]2[CH:23]=[CH:24][C:25]3[O:30][CH2:29][CH2:28][CH2:27][C:26]=3[CH:31]=2)=[C:11]([CH:16]([OH:21])[C:17]([O:19][CH3:20])=[O:18])[C:12]([CH3:15])=[CH:13][CH:14]=1)[C:2]1[CH:7]=[CH:6][CH:5]=[CH:4][CH:3]=1.Cl(O)(=O)(=O)=O.[Na], predict the reaction product. The product is: [C:2]([O:21][CH:16]([C:11]1[C:12]([CH3:15])=[CH:13][CH:14]=[C:9]([O:8][CH2:1][C:2]2[CH:7]=[CH:6][CH:5]=[CH:4][CH:3]=2)[C:10]=1[C:22]1[CH:23]=[CH:24][C:25]2[O:30][CH2:29][CH2:28][CH2:27][C:26]=2[CH:31]=1)[C:17]([O:19][CH3:20])=[O:18])([CH3:7])([CH3:3])[CH3:1].